This data is from Reaction yield outcomes from USPTO patents with 853,638 reactions. The task is: Predict the reaction yield, written as a fraction of the theoretical maximum amount of product (1.0 means a 100% yield; for example, 0.34 means a 34% yield). (1) The reactants are Cl[C:2]1[CH:9]=[C:8]([F:10])[CH:7]=[CH:6][C:3]=1[C:4]#[N:5].[NH2:11][C:12]1[CH:17]=[CH:16][CH:15]=[CH:14][C:13]=1B1OC(C)(C)C(C)(C)O1.C1C2CC3(N)CC(C2)CC1C3.Cl.C(=O)([O-])[O-].[Cs+].[Cs+]. The catalyst is C([O-])(=O)C.[Pd+2].C([O-])(=O)C.C(Cl)Cl.O.O1CCOCC1. The product is [F:10][C:8]1[CH:7]=[CH:6][C:3]2[C:2]([CH:9]=1)=[C:13]1[C:12]([CH:17]=[CH:16][CH:15]=[CH:14]1)=[N:11][C:4]=2[NH2:5]. The yield is 0.320. (2) The reactants are [C:1]1([C:7]2[CH:12]=[C:11]([C:13]3[CH:18]=[CH:17][CH:16]=[CH:15][CH:14]=3)[N:10]=[C:9]([O:19][CH2:20][CH2:21][CH2:22][CH2:23][C:24]([CH3:29])([CH3:28])[C:25](O)=[O:26])[CH:8]=2)[CH:6]=[CH:5][CH:4]=[CH:3][CH:2]=1.C(N(C(C)C)CC)(C)C.[NH2:39][C@H:40]([C:56]([O:58][CH3:59])=[O:57])[CH2:41][C:42]1[CH:47]=[CH:46][C:45]([O:48]CC2C=CC=CC=2)=[CH:44][CH:43]=1.F[P-](F)(F)(F)(F)F.N1(OC(N(C)C)=[N+](C)C)C2C=CC=CC=2N=N1. The product is [C:1]1([C:7]2[CH:12]=[C:11]([C:13]3[CH:14]=[CH:15][CH:16]=[CH:17][CH:18]=3)[N:10]=[C:9]([O:19][CH2:20][CH2:21][CH2:22][CH2:23][C:24]([CH3:29])([CH3:28])[C:25]([NH:39][CH:40]([CH2:41][C:42]3[CH:43]=[CH:44][C:45]([OH:48])=[CH:46][CH:47]=3)[C:56]([O:58][CH3:59])=[O:57])=[O:26])[CH:8]=2)[CH:2]=[CH:3][CH:4]=[CH:5][CH:6]=1. The catalyst is CN(C)C=O. The yield is 0.960. (3) The reactants are [NH2:1][C:2]1[C:7]([C:8]([O:10][CH3:11])=[O:9])=[C:6](Cl)[CH:5]=[C:4](Cl)[N:3]=1.[CH3:14][O-:15].[Na+].[CH3:17][OH:18]. The catalyst is C(O)(=O)C. The product is [NH2:1][C:2]1[C:7]([C:8]([O:10][CH3:11])=[O:9])=[C:6]([O:15][CH3:14])[CH:5]=[C:4]([O:18][CH3:17])[N:3]=1. The yield is 0.864. (4) The reactants are [N:1]1[CH:6]=[CH:5][CH:4]=[CH:3][C:2]=1[C@@H:7]1[CH2:9][C@H:8]1[C:10]([OH:12])=O.C(Cl)(=O)C(Cl)=O.[Si:19]([O:26][C:27]1[CH:32]=[CH:31][C:30]([NH:33][CH2:34][C@@H:35]([NH:40][C:41](=[O:47])[O:42][C:43]([CH3:46])([CH3:45])[CH3:44])[C@@H:36]([CH3:39])[CH2:37][CH3:38])=[CH:29][CH:28]=1)([C:22]([CH3:25])([CH3:24])[CH3:23])([CH3:21])[CH3:20].C(N(CC)CC)C. The catalyst is CN(C=O)C.C(OCC)C.ClCCl. The product is [Si:19]([O:26][C:27]1[CH:32]=[CH:31][C:30]([N:33]([CH2:34][C@@H:35]([NH:40][C:41](=[O:47])[O:42][C:43]([CH3:44])([CH3:46])[CH3:45])[C@@H:36]([CH3:39])[CH2:37][CH3:38])[C:10]([C@@H:8]2[CH2:9][C@H:7]2[C:2]2[CH:3]=[CH:4][CH:5]=[CH:6][N:1]=2)=[O:12])=[CH:29][CH:28]=1)([C:22]([CH3:23])([CH3:24])[CH3:25])([CH3:21])[CH3:20]. The yield is 0.770. (5) The reactants are [C:1]([O:7][CH2:8][CH2:9][O:10][CH3:11])(=[O:6])[CH2:2][C:3]([CH3:5])=O.[Br:12][C:13]1[CH:14]=[C:15]([CH:18]=[CH:19][CH:20]=1)[CH:16]=O.[NH4+:21].[OH-:22]. The catalyst is CCO.C(Cl)Cl. The product is [CH3:11][O:10][CH2:9][CH2:8][O:7][C:1]([C:2]1[CH:16]([C:15]2[CH:18]=[CH:19][CH:20]=[C:13]([Br:12])[CH:14]=2)[C:2]([C:1]([O:7][CH2:8][CH2:9][O:10][CH3:11])=[O:22])=[C:3]([CH3:5])[NH:21][C:3]=1[CH3:5])=[O:6]. The yield is 0.760. (6) The reactants are Cl[C:2]1[N:6]([CH3:7])[N:5]=[CH:4][C:3]=1[N+:8]([O-:10])=[O:9].[NH2:11][CH:12]1[CH2:17][CH2:16][N:15]([C:18]([O:20][C:21]([CH3:24])([CH3:23])[CH3:22])=[O:19])[CH2:14][CH2:13]1. No catalyst specified. The product is [CH3:7][N:6]1[C:2]([NH:11][CH:12]2[CH2:13][CH2:14][N:15]([C:18]([O:20][C:21]([CH3:24])([CH3:23])[CH3:22])=[O:19])[CH2:16][CH2:17]2)=[C:3]([N+:8]([O-:10])=[O:9])[CH:4]=[N:5]1. The yield is 0.570. (7) The reactants are Cl[CH2:2][C:3](=[O:5])[CH3:4].C([O-])(O)=O.[Na+].[CH3:11][C:12]1[CH:17]=[CH:16][C:15]([SH:18])=[CH:14][CH:13]=1.O. The catalyst is CN(C=O)C. The product is [C:12]1([CH3:11])[CH:17]=[CH:16][C:15]([S:18][CH2:2][C:3](=[O:5])[CH3:4])=[CH:14][CH:13]=1. The yield is 0.810. (8) The reactants are Cl.[Cl:2][C:3]1[CH:12]=[C:11]2[C:6]([C:7]([C:20]3[CH:25]=[CH:24][CH:23]=[CH:22][CH:21]=3)=[C:8]([CH2:14][C:15]([O:17]CC)=[O:16])[C:9](=[O:13])[O:10]2)=[CH:5][C:4]=1[CH2:26][N:27]1[CH2:32][CH2:31][N:30]([C:33]2[CH:38]=[CH:37][CH:36]=[CH:35][CH:34]=2)[CH2:29][CH2:28]1.[OH-].[Na+].Cl.C(=O)([O-])O.[Na+]. The catalyst is C(O)C. The product is [Cl:2][C:3]1[CH:12]=[C:11]2[C:6]([C:7]([C:20]3[CH:21]=[CH:22][CH:23]=[CH:24][CH:25]=3)=[C:8]([CH2:14][C:15]([OH:17])=[O:16])[C:9](=[O:13])[O:10]2)=[CH:5][C:4]=1[CH2:26][N:27]1[CH2:32][CH2:31][N:30]([C:33]2[CH:38]=[CH:37][CH:36]=[CH:35][CH:34]=2)[CH2:29][CH2:28]1. The yield is 0.960. (9) The catalyst is CS(C)=O. The yield is 0.502. The product is [CH3:1][C:2]1[C:6]([CH3:7])=[C:5]([NH:8][C:9]([N:32]2[CH2:33][CH2:34][N:29]([C:26]3[S:27][CH:28]=[C:24]([C:21]4[CH:22]=[CH:23][C:18]([F:17])=[CH:19][CH:20]=4)[N:25]=3)[CH2:30][CH2:31]2)=[O:16])[O:4][N:3]=1. The reactants are [CH3:1][C:2]1[C:6]([CH3:7])=[C:5]([NH:8][C:9](=[O:16])OCC(Cl)(Cl)Cl)[O:4][N:3]=1.[F:17][C:18]1[CH:23]=[CH:22][C:21]([C:24]2[N:25]=[C:26]([N:29]3[CH2:34][CH2:33][NH:32][CH2:31][CH2:30]3)[S:27][CH:28]=2)=[CH:20][CH:19]=1.C(N(C(C)C)CC)(C)C.O.